This data is from Reaction yield outcomes from USPTO patents with 853,638 reactions. The task is: Predict the reaction yield, written as a fraction of the theoretical maximum amount of product (1.0 means a 100% yield; for example, 0.34 means a 34% yield). (1) The reactants are C([Li])CCC.[C:6]([O:10][C:11]([N:13]1[CH2:19][CH2:18][CH2:17][N:16]([C:20]2[S:21][CH:22]=[CH:23][N:24]=2)[CH2:15][CH2:14]1)=[O:12])([CH3:9])([CH3:8])[CH3:7].[F:25][C:26]1[N:37]=[CH:36][CH:35]=[CH:34][C:27]=1[C:28](N(OC)C)=[O:29]. The catalyst is O1CCCC1. The yield is 0.380. The product is [F:25][C:26]1[N:37]=[CH:36][CH:35]=[CH:34][C:27]=1[C:28]([C:22]1[S:21][C:20]([N:16]2[CH2:17][CH2:18][CH2:19][N:13]([C:11]([O:10][C:6]([CH3:9])([CH3:7])[CH3:8])=[O:12])[CH2:14][CH2:15]2)=[N:24][CH:23]=1)=[O:29]. (2) The reactants are [CH2:1]([O:8][C:9]([NH:11][CH2:12][CH2:13][CH2:14][CH2:15][C:16]1[CH:26]=[CH:25][C:19]([O:20][CH2:21][C:22]([OH:24])=O)=[CH:18][CH:17]=1)=[O:10])[C:2]1[CH:7]=[CH:6][CH:5]=[CH:4][CH:3]=1.[NH2:27][C:28]1[CH:33]=[CH:32][CH:31]=[CH:30][CH:29]=1.CCN=C=NCCCN(C)C.Cl. The catalyst is CN(C1C=CN=CC=1)C.C(Cl)Cl. The product is [CH2:1]([O:8][C:9](=[O:10])[NH:11][CH2:12][CH2:13][CH2:14][CH2:15][C:16]1[CH:17]=[CH:18][C:19]([O:20][CH2:21][C:22](=[O:24])[NH:27][C:28]2[CH:33]=[CH:32][CH:31]=[CH:30][CH:29]=2)=[CH:25][CH:26]=1)[C:2]1[CH:3]=[CH:4][CH:5]=[CH:6][CH:7]=1. The yield is 0.990.